From a dataset of Blood-brain barrier penetration binary classification data from Martins et al.. Regression/Classification. Given a drug SMILES string, predict its absorption, distribution, metabolism, or excretion properties. Task type varies by dataset: regression for continuous measurements (e.g., permeability, clearance, half-life) or binary classification for categorical outcomes (e.g., BBB penetration, CYP inhibition). Dataset: bbb_martins. (1) The molecule is CN(C)CCCN1c2ccccc2C=Cc2ccccc21. The result is 1 (penetrates BBB). (2) The molecule is CC(=O)OCC(=O)[C@@]12N=C(C)O[C@@H]1C[C@H]1[C@@H]3CCC4=CC(=O)C=C[C@]4(C)[C@H]3[C@@H](O)C[C@@]12C. The result is 1 (penetrates BBB).